This data is from Peptide-MHC class I binding affinity with 185,985 pairs from IEDB/IMGT. The task is: Regression. Given a peptide amino acid sequence and an MHC pseudo amino acid sequence, predict their binding affinity value. This is MHC class I binding data. (1) The peptide sequence is MLMFIFTGI. The binding affinity (normalized) is 0.327. The MHC is HLA-A32:01 with pseudo-sequence HLA-A32:01. (2) The peptide sequence is SYLIRALTL. The MHC is HLA-B07:02 with pseudo-sequence HLA-B07:02. The binding affinity (normalized) is 0.0847. (3) The peptide sequence is RLKHIFLIF. The MHC is HLA-A68:02 with pseudo-sequence HLA-A68:02. The binding affinity (normalized) is 0.0847. (4) The peptide sequence is ARADGILRF. The MHC is HLA-B40:01 with pseudo-sequence HLA-B40:01. The binding affinity (normalized) is 0.255. (5) The peptide sequence is KVSWRWMVY. The MHC is HLA-A25:01 with pseudo-sequence HLA-A25:01. The binding affinity (normalized) is 0.0847. (6) The peptide sequence is ILHNIYRLFT. The MHC is HLA-A02:01 with pseudo-sequence HLA-A02:01. The binding affinity (normalized) is 0.497. (7) The peptide sequence is EYRFLVINR. The MHC is HLA-A24:02 with pseudo-sequence HLA-A24:02. The binding affinity (normalized) is 0.